Task: Predict the reactants needed to synthesize the given product.. Dataset: Full USPTO retrosynthesis dataset with 1.9M reactions from patents (1976-2016) Given the product [C:29]1([S:35]([N:38]2[CH2:43][CH2:42][N:41]([CH2:2][CH2:3][O:4][C:5]3[CH:6]=[C:7]([NH:11][C:12]4[C:21]5[C:16](=[CH:17][CH:18]=[CH:19][CH:20]=5)[N:15]=[C:14]([CH3:22])[CH:13]=4)[CH:8]=[CH:9][CH:10]=3)[CH2:40][CH2:39]2)(=[O:37])=[O:36])[CH:34]=[CH:33][CH:32]=[CH:31][CH:30]=1, predict the reactants needed to synthesize it. The reactants are: Cl[CH2:2][CH2:3][O:4][C:5]1[CH:6]=[C:7]([NH:11][C:12]2[C:21]3[C:16](=[CH:17][CH:18]=[CH:19][CH:20]=3)[N:15]=[C:14]([CH3:22])[CH:13]=2)[CH:8]=[CH:9][CH:10]=1.C(=O)([O-])[O-].[Na+].[Na+].[C:29]1([S:35]([N:38]2[CH2:43][CH2:42][NH:41][CH2:40][CH2:39]2)(=[O:37])=[O:36])[CH:34]=[CH:33][CH:32]=[CH:31][CH:30]=1.